This data is from Forward reaction prediction with 1.9M reactions from USPTO patents (1976-2016). The task is: Predict the product of the given reaction. (1) Given the reactants [CH2:1]([C@H:3]1[CH2:8][CH2:7][C@H:6]([O:9][C:10]2[CH:15]=[CH:14][C:13]([C:16]3[CH2:17][CH2:18][NH:19][CH2:20][CH:21]=3)=[CH:12][CH:11]=2)[CH2:5][CH2:4]1)[CH3:2].[C:22]([O:26][CH2:27][CH3:28])(=[O:25])[CH:23]=[CH2:24].C([O-])([O-])=O.[Cs+].[Cs+], predict the reaction product. The product is: [CH2:1]([C@H:3]1[CH2:8][CH2:7][C@H:6]([O:9][C:10]2[CH:11]=[CH:12][C:13]([C:16]3[CH2:17][CH2:18][N:19]([CH2:24][CH2:23][C:22]([O:26][CH2:27][CH3:28])=[O:25])[CH2:20][CH:21]=3)=[CH:14][CH:15]=2)[CH2:5][CH2:4]1)[CH3:2]. (2) Given the reactants [F:1][C:2]([F:49])([F:48])[C:3]1[CH:4]=[C:5]([CH:41]=[C:42]([C:44]([F:47])([F:46])[F:45])[CH:43]=1)[CH2:6][N:7]([CH2:20][C:21]1[CH:22]=[CH:23][CH:24]=[C:25]2[C:29]=1[N:28]([CH2:30][CH2:31][CH2:32][CH2:33][CH2:34][CH2:35][C:36]([O:38]CC)=[O:37])[CH:27]=[CH:26]2)[C:8]1[N:13]=[CH:12][C:11]([N:14]2[CH2:19][CH2:18][O:17][CH2:16][CH2:15]2)=[CH:10][N:9]=1.[OH-].[Na+].Cl.C(OCC)(=O)C, predict the reaction product. The product is: [F:48][C:2]([F:1])([F:49])[C:3]1[CH:4]=[C:5]([CH:41]=[C:42]([C:44]([F:47])([F:46])[F:45])[CH:43]=1)[CH2:6][N:7]([CH2:20][C:21]1[CH:22]=[CH:23][CH:24]=[C:25]2[C:29]=1[N:28]([CH2:30][CH2:31][CH2:32][CH2:33][CH2:34][CH2:35][C:36]([OH:38])=[O:37])[CH:27]=[CH:26]2)[C:8]1[N:13]=[CH:12][C:11]([N:14]2[CH2:19][CH2:18][O:17][CH2:16][CH2:15]2)=[CH:10][N:9]=1. (3) Given the reactants Br[C:2]1[CH:3]=[CH:4][C:5]2[N:6]([C:8]([CH:11]([C:13]3[CH:14]=[CH:15][C:16]4[N:17]([CH:19]=[C:20]([NH:22][C:23]([CH:25]5[CH2:27][CH2:26]5)=[O:24])[N:21]=4)[N:18]=3)[CH3:12])=[N:9][N:10]=2)[CH:7]=1.N(C1C=CC=CN=1)N, predict the reaction product. The product is: [N:10]1[N:9]=[C:8]([CH:11]([C:13]2[CH:14]=[CH:15][C:16]3[N:17]([CH:19]=[C:20]([NH:22][C:23]([CH:25]4[CH2:27][CH2:26]4)=[O:24])[N:21]=3)[N:18]=2)[CH3:12])[N:6]2[CH:7]=[CH:2][CH:3]=[CH:4][C:5]=12.